Task: Predict the product of the given reaction.. Dataset: Forward reaction prediction with 1.9M reactions from USPTO patents (1976-2016) (1) The product is: [CH2:20]([O:19][C:17]([N:9]=[C:5]([O:6][CH2:7][CH3:8])[CH2:4][O:3][CH3:2])=[O:18])[CH3:21]. Given the reactants Cl.[CH3:2][O:3][CH2:4][C:5](=[NH:9])[O:6][CH2:7][CH3:8].N1C=CC=CC=1.Cl[C:17]([O:19][CH2:20][CH3:21])=[O:18].CCOC(C)=O, predict the reaction product. (2) The product is: [OH:2][C:3]1[CH:8]=[CH:7][C:6]([OH:9])=[CH:5][C:4]=1[S:11][C:12]1[C:17]([C:18]([NH:20][CH2:21][C:22]23[CH2:31][CH:26]4[CH2:27][CH:28]([CH2:30][CH:24]([CH2:25]4)[CH2:23]2)[CH2:29]3)=[O:19])=[CH:16][CH:15]=[CH:14][N:13]=1. Given the reactants C[O:2][C:3]1[CH:8]=[CH:7][C:6]([O:9]C)=[CH:5][C:4]=1[S:11][C:12]1[C:17]([C:18]([NH:20][CH2:21][C:22]23[CH2:31][CH:26]4[CH2:27][CH:28]([CH2:30][CH:24]([CH2:25]4)[CH2:23]2)[CH2:29]3)=[O:19])=[CH:16][CH:15]=[CH:14][N:13]=1.B(Br)(Br)Br.CO, predict the reaction product. (3) Given the reactants [OH-].[Li+].[Cl:3][C:4]1[CH:5]=[C:6]([NH:12][C:13]2[N:22]=[CH:21][CH:20]=[CH:19][C:14]=2[C:15]([O:17]C)=[O:16])[CH:7]=[CH:8][C:9]=1[O:10][CH3:11], predict the reaction product. The product is: [Cl:3][C:4]1[CH:5]=[C:6]([NH:12][C:13]2[N:22]=[CH:21][CH:20]=[CH:19][C:14]=2[C:15]([OH:17])=[O:16])[CH:7]=[CH:8][C:9]=1[O:10][CH3:11]. (4) Given the reactants [C:1]([C:5]1[N:10]=[CH:9][N:8]=[C:7]([NH:11][C:12]([NH:14][C:15]2[CH:20]=[CH:19][C:18]([O:21][C:22]3[CH:27]=[CH:26][N:25]=[C:24]([C:28]#[N:29])[CH:23]=3)=[CH:17][C:16]=2[F:30])=[O:13])[CH:6]=1)([CH3:4])([CH3:3])[CH3:2].C([O-])([O-])=[O:32].C([O-])([O-])=O.OO.OO.OO.[Na+].[Na+].[Na+].[Na+], predict the reaction product. The product is: [C:1]([C:5]1[N:10]=[CH:9][N:8]=[C:7]([NH:11][C:12](=[O:13])[NH:14][C:15]2[CH:20]=[CH:19][C:18]([O:21][C:22]3[CH:27]=[CH:26][N:25]=[C:24]([C:28]([NH2:29])=[O:32])[CH:23]=3)=[CH:17][C:16]=2[F:30])[CH:6]=1)([CH3:4])([CH3:2])[CH3:3]. (5) Given the reactants CN1[CH2:7][CH2:6][N:5]([CH2:8][C:9]([NH:11][C:12]2[CH:13]=[C:14]([CH:38]=[C:39]([C:41]([F:44])([F:43])[F:42])[CH:40]=2)[C:15]([NH:17][C:18]2[CH:19]=[C:20]([C:24]3[N:29]4[N:30]=[CH:31][C:32]([C:33]([O:35][CH2:36][CH3:37])=[O:34])=[C:28]4[N:27]=[CH:26][CH:25]=3)[CH:21]=[CH:22][CH:23]=2)=[O:16])=[O:10])[CH2:4][CH2:3]1.ClCC(NC1C=C(C=C(C(F)(F)F)C=1)C(NC1C=C(C2N3N=CC(C(OCC)=O)=C3N=CC=2)C=CC=1)=O)=[O:48].N1CCOCC1, predict the reaction product. The product is: [N:5]1([CH2:8][C:9]([NH:11][C:12]2[CH:13]=[C:14]([CH:38]=[C:39]([C:41]([F:43])([F:42])[F:44])[CH:40]=2)[C:15]([NH:17][C:18]2[CH:19]=[C:20]([C:24]3[N:29]4[N:30]=[CH:31][C:32]([C:33]([O:35][CH2:36][CH3:37])=[O:34])=[C:28]4[N:27]=[CH:26][CH:25]=3)[CH:21]=[CH:22][CH:23]=2)=[O:16])=[O:10])[CH2:4][CH2:3][O:48][CH2:7][CH2:6]1. (6) Given the reactants Br[CH2:2][C:3]1[CH:4]=[N:5][C:6]([C:9]2[CH:14]=[CH:13][CH:12]=[CH:11][CH:10]=2)=[N:7][CH:8]=1.[CH:15]1[C:24]2[C:19](=[CH:20][CH:21]=[CH:22][CH:23]=2)[C:18](B(O)O)=[CH:17][N:16]=1, predict the reaction product. The product is: [C:9]1([C:6]2[N:5]=[CH:4][C:3]([CH2:2][C:18]3[C:19]4[C:24](=[CH:23][CH:22]=[CH:21][CH:20]=4)[CH:15]=[N:16][CH:17]=3)=[CH:8][N:7]=2)[CH:14]=[CH:13][CH:12]=[CH:11][CH:10]=1. (7) Given the reactants [F:1][C:2]([F:23])([F:22])[C:3]1[C:4](=[O:21])[C@@H:5]2[CH2:20][C@@:8]3([CH2:19][C:18]4[C:14]5[N:15]=[N:16][NH:17][C:13]=5[CH:12]=[CH:11][C:10]=4[C:9]=13)[CH2:7][CH2:6]2.[BH4-].[Na+], predict the reaction product. The product is: [F:22][C:2]([F:1])([F:23])[C:3]1[C@H:4]([OH:21])[C@H:5]2[CH2:20][C@:8]3([CH2:19][C:18]4[C:14]5[N:15]=[N:16][NH:17][C:13]=5[CH:12]=[CH:11][C:10]=4[C:9]=13)[CH2:7][CH2:6]2. (8) Given the reactants C([N:5]1[CH:13](O)[C:12]2[C:7](=[CH:8][CH:9]=[C:10]([C:15]([CH3:18])([CH3:17])[CH3:16])[CH:11]=2)[C:6]1=[O:19])(C)(C)C.C(O)(=O)C.O.[NH2:25]N, predict the reaction product. The product is: [C:15]([C:10]1[CH:11]=[C:12]2[C:7](=[CH:8][CH:9]=1)[C:6](=[O:19])[NH:25][N:5]=[CH:13]2)([CH3:18])([CH3:17])[CH3:16]. (9) Given the reactants [CH2:1]([N:8]1[C:17]([C:18]([OH:20])=[O:19])=[C:16]([C:21]2[CH:26]=[CH:25][CH:24]=[CH:23][CH:22]=2)[C:15]2[C:10](=[CH:11][CH:12]=[C:13]([Br:27])[CH:14]=2)[C:9]1=[O:28])[C:2]1[CH:7]=[CH:6][CH:5]=[CH:4][CH:3]=1.[N:29]1[CH:34]=[CH:33][CH:32]=[C:31]([CH2:35]O)[CH:30]=1, predict the reaction product. The product is: [N:29]1[CH:34]=[CH:33][CH:32]=[C:31]([CH2:35][O:19][C:18]([C:17]2[N:8]([CH2:1][C:2]3[CH:3]=[CH:4][CH:5]=[CH:6][CH:7]=3)[C:9](=[O:28])[C:10]3[C:15]([C:16]=2[C:21]2[CH:22]=[CH:23][CH:24]=[CH:25][CH:26]=2)=[CH:14][C:13]([Br:27])=[CH:12][CH:11]=3)=[O:20])[CH:30]=1. (10) Given the reactants [CH2:1]([N:8]=[C:9]=[S:10])[C:2]1[CH:7]=[CH:6][CH:5]=[CH:4][CH:3]=1.[O:11]([C:18]1[CH:23]=[CH:22][C:21]([N:24]=[C:25]=[O:26])=[CH:20][CH:19]=1)[C:12]1[CH:17]=[CH:16][CH:15]=[CH:14][CH:13]=1.C([O:29]CC)C, predict the reaction product. The product is: [CH2:1]([N:8]1[C:9](=[O:29])[S:10][N:24]([C:21]2[CH:22]=[CH:23][C:18]([O:11][C:12]3[CH:13]=[CH:14][CH:15]=[CH:16][CH:17]=3)=[CH:19][CH:20]=2)[C:25]1=[O:26])[C:2]1[CH:7]=[CH:6][CH:5]=[CH:4][CH:3]=1.